Dataset: Full USPTO retrosynthesis dataset with 1.9M reactions from patents (1976-2016). Task: Predict the reactants needed to synthesize the given product. (1) Given the product [NH2:10][CH2:9][CH:8]([C:5]1[CH:6]=[CH:7][C:2]([F:1])=[CH:3][CH:4]=1)[OH:13], predict the reactants needed to synthesize it. The reactants are: [F:1][C:2]1[CH:7]=[CH:6][C:5]([CH:8]([OH:13])[CH2:9][N+:10]([O-])=O)=[CH:4][CH:3]=1. (2) The reactants are: [C:1]1([O:7][CH3:8])[CH:6]=[CH:5][CH:4]=[CH:3][CH:2]=1.C1(C)C=CC=CC=1.[Cl:16][CH2:17][CH2:18][CH2:19][C:20](Cl)=[O:21]. Given the product [Cl:16][CH2:17][CH2:18][CH2:19][C:20]([C:4]1[CH:5]=[CH:6][C:1]([O:7][CH3:8])=[CH:2][CH:3]=1)=[O:21], predict the reactants needed to synthesize it. (3) Given the product [C:1]([O:12][CH3:13])(=[O:11])[CH2:2][CH2:3][CH2:4][CH2:5][CH2:6][CH2:7][CH2:8][CH:9]=[CH2:10].[C:14](#[N:17])[CH:15]=[CH2:16], predict the reactants needed to synthesize it. The reactants are: [C:1]([O:12][CH3:13])(=[O:11])[CH2:2][CH2:3][CH2:4][CH2:5][CH2:6][CH2:7][CH2:8][CH:9]=[CH2:10].[C:14](#[N:17])[CH:15]=[CH2:16]. (4) Given the product [CH3:6][C:5]1[C:2]([CH3:1])=[C:3]([NH2:4])[N:15]([C:9]2[CH:14]=[CH:13][CH:12]=[CH:11][CH:10]=2)[N:16]=1, predict the reactants needed to synthesize it. The reactants are: [CH3:1][CH:2]([C:5](=O)[CH3:6])[C:3]#[N:4].Cl.[C:9]1([NH:15][NH2:16])[CH:14]=[CH:13][CH:12]=[CH:11][CH:10]=1. (5) Given the product [NH2:1][C:2]1[N:10]=[CH:9][N:8]=[C:7]2[C:3]=1[N:4]=[C:5]([S:18][C:19]1[CH:28]=[CH:27][C:22]3[O:23][CH2:24][CH2:25][O:26][C:21]=3[CH:20]=1)[N:6]2[CH2:11][CH2:12][CH2:13][OH:14], predict the reactants needed to synthesize it. The reactants are: [NH2:1][C:2]1[N:10]=[CH:9][N:8]=[C:7]2[C:3]=1[N:4]=[C:5]([S:18][C:19]1[CH:28]=[CH:27][C:22]3[O:23][CH2:24][CH2:25][O:26][C:21]=3[CH:20]=1)[N:6]2[CH2:11][CH2:12][CH2:13][O:14]C(=O)C.C([O-])([O-])=O.[K+].[K+].O.CC#N. (6) Given the product [NH2:3][C:4]1[NH:9][C:8](=[O:10])[C:7]([C:11]([NH:13][CH2:14][CH:15]2[CH2:20][CH2:19][N:18]([CH2:23][CH3:24])[CH2:17][CH2:16]2)=[O:12])=[CH:6][C:5]=1[Cl:21], predict the reactants needed to synthesize it. The reactants are: Cl.Cl.[NH2:3][C:4]1[NH:9][C:8](=[O:10])[C:7]([C:11]([NH:13][CH2:14][CH:15]2[CH2:20][CH2:19][NH:18][CH2:17][CH2:16]2)=[O:12])=[CH:6][C:5]=1[Cl:21].I[CH2:23][CH3:24].C(=O)([O-])[O-].[K+].[K+]. (7) Given the product [Cl:1][C:2]1[C:3]([O:10][CH3:11])=[C:4]([CH:7]=[CH:8][CH:9]=1)[CH2:5][N:15]1[CH2:16][CH2:17][N:12]([C:18](=[O:20])[CH3:19])[CH2:13][CH2:14]1, predict the reactants needed to synthesize it. The reactants are: [Cl:1][C:2]1[C:3]([O:10][CH3:11])=[C:4]([CH:7]=[CH:8][CH:9]=1)[CH:5]=O.[N:12]1([C:18](=[O:20])[CH3:19])[CH2:17][CH2:16][NH:15][CH2:14][CH2:13]1.[BH-](OC(C)=O)(OC(C)=O)OC(C)=O.[Na+].